Dataset: Catalyst prediction with 721,799 reactions and 888 catalyst types from USPTO. Task: Predict which catalyst facilitates the given reaction. Reactant: [C:1]([O:5][C:6]([NH:8][C:9]1[CH:14]=[CH:13][CH:12]=[CH:11][C:10]=1[NH:15][C:16](=[O:33])[C:17]1[CH:22]=[CH:21][C:20]([C:23]2[C:28]([C:29]#[N:30])=[CH:27][C:26]([CH:31]=O)=[CH:25][N:24]=2)=[CH:19][CH:18]=1)=[O:7])([CH3:4])([CH3:3])[CH3:2].[N:34]1([C:39]([CH2:41][N:42]2[CH2:47][CH2:46][NH:45][CH2:44][CH2:43]2)=[O:40])[CH2:38][CH2:37][CH2:36][CH2:35]1.C(O[BH-](OC(=O)C)OC(=O)C)(=O)C.[Na+]. Product: [C:29]([C:28]1[C:23]([C:20]2[CH:19]=[CH:18][C:17]([C:16]([NH:15][C:10]3[CH:11]=[CH:12][CH:13]=[CH:14][C:9]=3[NH:8][C:6](=[O:7])[O:5][C:1]([CH3:2])([CH3:3])[CH3:4])=[O:33])=[CH:22][CH:21]=2)=[N:24][CH:25]=[C:26]([CH2:31][N:45]2[CH2:44][CH2:43][N:42]([CH2:41][C:39](=[O:40])[N:34]3[CH2:35][CH2:36][CH2:37][CH2:38]3)[CH2:47][CH2:46]2)[CH:27]=1)#[N:30]. The catalyst class is: 4.